This data is from Reaction yield outcomes from USPTO patents with 853,638 reactions. The task is: Predict the reaction yield, written as a fraction of the theoretical maximum amount of product (1.0 means a 100% yield; for example, 0.34 means a 34% yield). The catalyst is S([O-])(O)(=O)=O.C([N+](CCCC)(CCCC)CCCC)CCC.ClCCl. The product is [Br:8][C:9]1[CH:14]=[CH:13][CH:12]=[C:11]([N:15]2[CH2:20][CH2:19][CH:18]([O:6][CH3:7])[CH2:17][CH2:16]2)[N:10]=1. The reactants are COS([O:6][CH3:7])(=O)=O.[Br:8][C:9]1[CH:14]=[CH:13][CH:12]=[C:11]([N:15]2[CH2:20][CH2:19][CH:18](O)[CH2:17][CH2:16]2)[N:10]=1.[OH-].[Na+].O. The yield is 0.930.